From a dataset of M1 muscarinic receptor agonist screen with 61,833 compounds. Binary Classification. Given a drug SMILES string, predict its activity (active/inactive) in a high-throughput screening assay against a specified biological target. (1) The compound is S=C1O\C(C(=O)N1CC)=C/N(c1ccccc1)C. The result is 0 (inactive). (2) The drug is s1c2c(CCN(C2)C)c2c1n1c(n(c2=O)c2ccccc2)nnc1SCc1ccccc1. The result is 0 (inactive). (3) The compound is s\1c2c(n(CCOC)c1=N/C(=O)CSC(=O)C)ccc(F)c2. The result is 0 (inactive).